From a dataset of Reaction yield outcomes from USPTO patents with 853,638 reactions. Predict the reaction yield, written as a fraction of the theoretical maximum amount of product (1.0 means a 100% yield; for example, 0.34 means a 34% yield). (1) The reactants are C([O:4][C:5]1[C:10]2[CH:11]=[C:12]([CH3:14])[O:13][C:9]=2[CH:8]=[C:7]([C:15]([O:17][CH2:18][CH3:19])=[O:16])[CH:6]=1)(=O)C.C(=O)([O-])[O-].[K+].[K+]. The catalyst is C(O)C.ClCCl. The product is [OH:4][C:5]1[C:10]2[CH:11]=[C:12]([CH3:14])[O:13][C:9]=2[CH:8]=[C:7]([C:15]([O:17][CH2:18][CH3:19])=[O:16])[CH:6]=1. The yield is 0.900. (2) The reactants are [CH:1]12[O:7][CH:6]1[CH2:5][CH2:4][N:3]([C:8]([O:10][C:11]([CH3:14])([CH3:13])[CH3:12])=[O:9])[CH2:2]2.[FH:15].F.F.C(N(CC)CC)C.C(=O)(O)[O-].[Na+].C(Cl)Cl. The catalyst is ClCCCl. The product is [F:15][C@@H:6]1[CH2:5][CH2:4][N:3]([C:8]([O:10][C:11]([CH3:14])([CH3:13])[CH3:12])=[O:9])[CH2:2][C@H:1]1[OH:7]. The yield is 0.580.